Predict the reactants needed to synthesize the given product. From a dataset of Full USPTO retrosynthesis dataset with 1.9M reactions from patents (1976-2016). (1) Given the product [Cl:1][S:2]([C:5]1[CH:6]=[CH:7][C:8]([C:9]([O:11][CH3:19])=[O:10])=[CH:12][CH:13]=1)(=[O:4])=[O:3], predict the reactants needed to synthesize it. The reactants are: [Cl:1][S:2]([C:5]1[CH:13]=[CH:12][C:8]([C:9]([OH:11])=[O:10])=[CH:7][CH:6]=1)(=[O:4])=[O:3].S(Cl)(Cl)=O.Cl[CH:19](Cl)C. (2) Given the product [CH2:23]([O:20][C:18]([C:17]1[NH:14][C:11]2[C:12]([C:21]=1[CH3:22])=[CH:13][C:8]([Br:7])=[CH:9][CH:10]=2)=[O:19])[CH3:24], predict the reactants needed to synthesize it. The reactants are: OS(O)(=O)=O.Cl.[Br:7][C:8]1[CH:13]=[CH:12][C:11]([NH:14]N)=[CH:10][CH:9]=1.O=[C:17]([CH2:21][CH3:22])[C:18]([OH:20])=[O:19].[CH3:23][CH2:24]O. (3) Given the product [F:13][C:7]1[CH:8]=[C:9]([C:36]2[CH:37]=[C:32]3[N:31]=[C:30]([CH2:29][CH2:28][C:24]4[CH:23]=[C:22]([O:21][CH3:20])[CH:27]=[CH:26][N:25]=4)[NH:39][C:33]3=[N:34][CH:35]=2)[CH:10]=[CH:11][C:6]=1[S:3]([N:2]([CH3:14])[CH3:1])(=[O:5])=[O:4], predict the reactants needed to synthesize it. The reactants are: [CH3:1][N:2]([CH3:14])[S:3]([C:6]1[CH:11]=[CH:10][C:9](Br)=[CH:8][C:7]=1[F:13])(=[O:5])=[O:4].C([O-])(=O)C.[K+].[CH3:20][O:21][C:22]1[CH:27]=[CH:26][N:25]=[C:24]([CH2:28][CH2:29][C:30]2[NH:39][C:33]3=[N:34][CH:35]=[C:36](I)[CH:37]=[C:32]3[N:31]=2)[CH:23]=1.C(=O)([O-])[O-].[K+].[K+].[Cl-].[Li+]. (4) Given the product [C:1]([O:5][C:6]([NH:8][CH2:9][CH2:10][CH2:11][O:12][C:13]1[CH:21]=[C:20]([S:22][CH2:23][CH3:24])[CH:19]=[CH:18][C:14]=1[C:15]([NH:25][C:26]1[C:27]([C:32]([NH:34][C:35]2[CH:40]=[CH:39][C:38]([Cl:41])=[CH:37][N:36]=2)=[O:33])=[N:28][CH:29]=[CH:30][CH:31]=1)=[O:17])=[O:7])([CH3:2])([CH3:3])[CH3:4], predict the reactants needed to synthesize it. The reactants are: [C:1]([O:5][C:6]([NH:8][CH2:9][CH2:10][CH2:11][O:12][C:13]1[CH:21]=[C:20]([S:22][CH2:23][CH3:24])[CH:19]=[CH:18][C:14]=1[C:15]([OH:17])=O)=[O:7])([CH3:4])([CH3:3])[CH3:2].[NH2:25][C:26]1[C:27]([C:32]([NH:34][C:35]2[CH:40]=[CH:39][C:38]([Cl:41])=[CH:37][N:36]=2)=[O:33])=[N:28][CH:29]=[CH:30][CH:31]=1. (5) Given the product [CH3:1][N:2]1[C:6]([C:7]2[CH:19]=[N:18][C:17]3[C:16]4[C:15]([C:20]([OH:22])=[O:21])=[CH:14][CH:13]=[CH:12][C:11]=4[N:10]([C@H:24]([C:31]4[CH:36]=[CH:35][CH:34]=[CH:33][CH:32]=4)[CH:25]4[CH2:26][CH2:27][O:28][CH2:29][CH2:30]4)[C:9]=3[CH:8]=2)=[C:5]([CH3:37])[N:4]=[N:3]1, predict the reactants needed to synthesize it. The reactants are: [CH3:1][N:2]1[C:6]([C:7]2[CH:19]=[N:18][C:17]3[C:16]4[C:15]([C:20]([O:22]C)=[O:21])=[CH:14][CH:13]=[CH:12][C:11]=4[N:10]([C@H:24]([C:31]4[CH:36]=[CH:35][CH:34]=[CH:33][CH:32]=4)[CH:25]4[CH2:30][CH2:29][O:28][CH2:27][CH2:26]4)[C:9]=3[CH:8]=2)=[C:5]([CH3:37])[N:4]=[N:3]1.[OH-].[Na+].Cl. (6) Given the product [C:1]([O:5][C:6](=[O:15])[NH:7][CH2:8][CH:9]1[O:13][N:12]([CH2:17][CH3:18])[C:11](=[O:14])[CH2:10]1)([CH3:4])([CH3:2])[CH3:3], predict the reactants needed to synthesize it. The reactants are: [C:1]([O:5][C:6](=[O:15])[NH:7][CH2:8][CH:9]1[O:13][NH:12][C:11](=[O:14])[CH2:10]1)([CH3:4])([CH3:3])[CH3:2].Br[CH2:17][CH3:18]. (7) The reactants are: Br.[Cl:2][C:3]1[CH:4]=[CH:5][C:6](=[NH:17])[N:7]([CH:9]([CH3:16])[C:10](=O)[C:11]([O:13][CH3:14])=[O:12])[CH:8]=1. Given the product [Cl:2][C:3]1[CH:4]=[CH:5][C:6]2[N:7]([C:9]([CH3:16])=[C:10]([C:11]([O:13][CH3:14])=[O:12])[N:17]=2)[CH:8]=1, predict the reactants needed to synthesize it. (8) Given the product [CH3:9][O:7][C:6]([C:5]1[O:1][N:2]=[CH:3][CH:4]=1)=[O:8], predict the reactants needed to synthesize it. The reactants are: [O:1]1[C:5]([C:6]([OH:8])=[O:7])=[CH:4][CH:3]=[N:2]1.[C:9](=O)(O)[O-].[Na+].IC. (9) Given the product [N:8]1([C:9]2[CH:17]=[CH:16][C:12]([C:13]([Cl:23])=[O:14])=[CH:11][C:10]=2[N+:18]([O-:20])=[O:19])[CH2:7][CH2:6][O:5][CH2:4][C:1]1=[O:2], predict the reactants needed to synthesize it. The reactants are: [C:1]([CH2:4][O:5][CH2:6][CH2:7][NH:8][C:9]1[CH:17]=[CH:16][C:12]([C:13](O)=[O:14])=[CH:11][C:10]=1[N+:18]([O-:20])=[O:19])(O)=[O:2].S(Cl)([Cl:23])=O. (10) Given the product [CH:16]([O-:18])=[O:17].[C:1]([C:3]1[CH:4]=[CH:5][C:6]([NH:9][C:10](=[O:22])[NH:11][CH2:12][C:13]2[CH:14]=[C:15]([CH:19]=[CH:20][CH:21]=2)[C:16]([NH:50][CH2:49][CH2:48][CH2:47][CH2:46][N:45]([CH3:51])[CH3:44])=[O:18])=[CH:7][CH:8]=1)#[N:2], predict the reactants needed to synthesize it. The reactants are: [C:1]([C:3]1[CH:8]=[CH:7][C:6]([NH:9][C:10](=[O:22])[NH:11][CH2:12][C:13]2[CH:14]=[C:15]([CH:19]=[CH:20][CH:21]=2)[C:16]([OH:18])=[O:17])=[CH:5][CH:4]=1)#[N:2].C(Cl)CCl.C1C=CC2N(O)N=NC=2C=1.CN1CCOCC1.[CH3:44][N:45]([CH3:51])[CH2:46][CH2:47][CH2:48][CH2:49][NH2:50].